Dataset: Catalyst prediction with 721,799 reactions and 888 catalyst types from USPTO. Task: Predict which catalyst facilitates the given reaction. (1) The catalyst class is: 5. Product: [CH3:16][CH:15]([CH3:17])[CH2:14][CH2:13][C:11]1[NH:10][N:9]=[C:8]([C:6]([OH:7])=[O:5])[CH:12]=1. Reactant: [OH-].[Na+].C([O:5][C:6]([C:8]1[CH:12]=[C:11]([CH2:13][CH2:14][CH:15]([CH3:17])[CH3:16])[NH:10][N:9]=1)=[O:7])C. (2) Reactant: C(N)CN.[C:5]([O:9][C:10](=[O:42])[NH:11][CH2:12][C@H:13]1[CH2:18][CH2:17][C@H:16]([NH:19][C:20]([C:22]2[C:30]3[N:29]4[CH:31]=[N:32][N:33]=[C:28]4[CH:27]=[N:26][C:25]=3[N:24](COCC[Si](C)(C)C)[CH:23]=2)=[O:21])[CH2:15][CH2:14]1)([CH3:8])([CH3:7])[CH3:6].CCCC[N+](CCCC)(CCCC)CCCC.[F-]. Product: [C:5]([O:9][C:10](=[O:42])[NH:11][CH2:12][C@H:13]1[CH2:14][CH2:15][C@H:16]([NH:19][C:20]([C:22]2[C:30]3[N:29]4[CH:31]=[N:32][N:33]=[C:28]4[CH:27]=[N:26][C:25]=3[NH:24][CH:23]=2)=[O:21])[CH2:17][CH2:18]1)([CH3:8])([CH3:6])[CH3:7]. The catalyst class is: 1. (3) Reactant: [Cl:1][C:2]1[CH:7]=[CH:6][CH:5]=[CH:4][C:3]=1[C:8]1[C:12]([C:13]2[N:17]([CH2:18][O:19][CH2:20][CH2:21][Si:22]([CH3:25])([CH3:24])[CH3:23])[CH:16]=[N:15][N:14]=2)=[CH:11][N:10]([C:26]2[C:31]([CH3:32])=[CH:30][N:29]=[C:28]([NH2:33])[CH:27]=2)[N:9]=1.[C:34](Cl)(=[O:37])[O:35][CH3:36].[OH-].[Na+]. Product: [Cl:1][C:2]1[CH:7]=[CH:6][CH:5]=[CH:4][C:3]=1[C:8]1[C:12]([C:13]2[N:17]([CH2:18][O:19][CH2:20][CH2:21][Si:22]([CH3:25])([CH3:24])[CH3:23])[CH:16]=[N:15][N:14]=2)=[CH:11][N:10]([C:26]2[C:31]([CH3:32])=[CH:30][N:29]=[C:28]([NH:33][C:34](=[O:37])[O:35][CH3:36])[CH:27]=2)[N:9]=1. The catalyst class is: 34.